From a dataset of Forward reaction prediction with 1.9M reactions from USPTO patents (1976-2016). Predict the product of the given reaction. (1) Given the reactants N([O-])=O.[Na+].[CH3:5][O:6][C:7]([C:9]1[CH:14]=[CH:13][C:12]([C:15]2[CH:20]=[CH:19][C:18]([O:21][CH3:22])=[CH:17][C:16]=2N)=[CH:11][CH:10]=1)=[O:8].[BrH:24], predict the reaction product. The product is: [CH3:5][O:6][C:7]([C:9]1[CH:14]=[CH:13][C:12]([C:15]2[CH:20]=[CH:19][C:18]([O:21][CH3:22])=[CH:17][C:16]=2[Br:24])=[CH:11][CH:10]=1)=[O:8]. (2) Given the reactants [CH3:1][C:2]1[CH:10]=[CH:9][C:5]([C:6]([OH:8])=[O:7])=[CH:4][C:3]=1[C:11]([F:14])([F:13])[F:12].C(OC(C)C)(=O)C.[Br:22]([O-])(=O)=O.[Na+].S([O-])(O)=O.[Na+], predict the reaction product. The product is: [Br:22][CH2:1][C:2]1[CH:10]=[CH:9][C:5]([C:6]([OH:8])=[O:7])=[CH:4][C:3]=1[C:11]([F:12])([F:13])[F:14].